From a dataset of Reaction yield outcomes from USPTO patents with 853,638 reactions. Predict the reaction yield, written as a fraction of the theoretical maximum amount of product (1.0 means a 100% yield; for example, 0.34 means a 34% yield). The reactants are [CH3:1][O:2][CH2:3][C:4]1[N:8]([S:9]([C:12]2[CH:18]=[CH:17][C:15]([CH3:16])=[CH:14][CH:13]=2)(=[O:11])=[O:10])[C:7]2[CH:19]=[CH:20][C:21]([N+]([O-])=O)=[CH:22][C:6]=2[N:5]=1.COCC1NC2C=CC([N+]([O-])=O)=CC=2[N:30]=1.CC1C=CC(S(Cl)(=O)=O)=CC=1.CC(C)([O-])C.[Na+]. The catalyst is O1CCCC1.C(OCC)(=O)C.O. The product is [CH3:1][O:2][CH2:3][C:4]1[N:8]([S:9]([C:12]2[CH:13]=[CH:14][C:15]([CH3:16])=[CH:17][CH:18]=2)(=[O:11])=[O:10])[C:7]2[CH:19]=[C:20]([NH2:30])[CH:21]=[CH:22][C:6]=2[N:5]=1. The yield is 0.420.